From a dataset of Peptide-MHC class I binding affinity with 185,985 pairs from IEDB/IMGT. Regression. Given a peptide amino acid sequence and an MHC pseudo amino acid sequence, predict their binding affinity value. This is MHC class I binding data. (1) The peptide sequence is FQYTMRHVL. The MHC is Mamu-B03 with pseudo-sequence Mamu-B03. The binding affinity (normalized) is 0.537. (2) The binding affinity (normalized) is 0.0343. The peptide sequence is HFINEQGESII. The MHC is HLA-A23:01 with pseudo-sequence HLA-A23:01.